From a dataset of Catalyst prediction with 721,799 reactions and 888 catalyst types from USPTO. Predict which catalyst facilitates the given reaction. (1) Reactant: [F:1][C:2]([F:19])([F:18])[C:3]1[CH:8]=[CH:7][C:6]([C:9]2[N:14]=[C:13]([C:15](O)=[O:16])[CH:12]=[CH:11][N:10]=2)=[CH:5][CH:4]=1.CCN(CC)CC.ClC(OCC(C)C)=O.[BH4-].[Na+]. Product: [F:19][C:2]([F:1])([F:18])[C:3]1[CH:4]=[CH:5][C:6]([C:9]2[N:14]=[C:13]([CH2:15][OH:16])[CH:12]=[CH:11][N:10]=2)=[CH:7][CH:8]=1. The catalyst class is: 1. (2) Reactant: C[O:2][C:3](=[O:25])[CH:4]([N:11]1[CH2:15][C:14]([O:16][C:17]2[CH:22]=[CH:21][CH:20]=[CH:19][C:18]=2[Cl:23])=[CH:13][C:12]1=[O:24])[CH2:5][CH2:6][C:7]([F:10])([F:9])[F:8].O1CCCC1.O.[OH-].[Li+]. Product: [Cl:23][C:18]1[CH:19]=[CH:20][CH:21]=[CH:22][C:17]=1[O:16][C:14]1[CH2:15][N:11]([CH:4]([CH2:5][CH2:6][C:7]([F:10])([F:9])[F:8])[C:3]([OH:25])=[O:2])[C:12](=[O:24])[CH:13]=1. The catalyst class is: 6. (3) Reactant: [CH3:1][C:2]1[CH:3]=[N:4][C:5]2[C:10]([CH:11]=1)=[CH:9][CH:8]=[CH:7][C:6]=2O.S([O-])([O-])=O.[NH4+:17].[NH4+].N. Product: [CH3:1][C:2]1[CH:3]=[N:4][C:5]2[C:10]([CH:11]=1)=[CH:9][CH:8]=[CH:7][C:6]=2[NH2:17]. The catalyst class is: 6. (4) Reactant: [F:1][C@H:2]1[C@@H:7]([O:8][C:9]2[CH:16]=[CH:15][C:14]([C:17]3[N:22]=[C:21]([NH:23][C:24]4[CH:29]=[CH:28][C:27]([N:30]5[CH2:35][CH2:34][N:33]([CH:36]6[CH2:39][O:38][CH2:37]6)[CH2:32][CH2:31]5)=[CH:26][CH:25]=4)[N:20]=[CH:19][N:18]=3)=[CH:13][C:10]=2[C:11]#[N:12])[CH2:6][CH2:5][NH:4][CH2:3]1.[OH:40][C@@H:41]([CH3:45])[C:42](O)=[O:43].CN(C(ON1N=NC2C=CC=NC1=2)=[N+](C)C)C.F[P-](F)(F)(F)(F)F.C(N(CC)CC)C. Product: [F:1][C@H:2]1[C@@H:7]([O:8][C:9]2[CH:16]=[CH:15][C:14]([C:17]3[N:22]=[C:21]([NH:23][C:24]4[CH:29]=[CH:28][C:27]([N:30]5[CH2:31][CH2:32][N:33]([CH:36]6[CH2:39][O:38][CH2:37]6)[CH2:34][CH2:35]5)=[CH:26][CH:25]=4)[N:20]=[CH:19][N:18]=3)=[CH:13][C:10]=2[C:11]#[N:12])[CH2:6][CH2:5][N:4]([C:42](=[O:43])[C@@H:41]([OH:40])[CH3:45])[CH2:3]1. The catalyst class is: 18. (5) Reactant: [NH:1]1[C:9]2[C:4](=[N:5][CH:6]=[CH:7][CH:8]=2)[C:3]([N:10]2[CH2:15][CH2:14][N:13](C(OC(C)(C)C)=O)[CH2:12][CH2:11]2)=[CH:2]1.CN(C)C=O.C[Si]([N-][Si](C)(C)C)(C)C.[Na+].[N:38]1([C:43]2[CH:44]=[C:45]([S:49](Cl)(=[O:51])=[O:50])[CH:46]=[CH:47][CH:48]=2)[CH2:42][CH2:41][CH2:40][CH2:39]1.CN(CC)C.C(Cl)Cl.FC(F)(F)C(O)=O. Product: [N:10]1([C:3]2[C:4]3=[N:5][CH:6]=[CH:7][CH:8]=[C:9]3[N:1]([S:49]([C:45]3[CH:46]=[CH:47][CH:48]=[C:43]([N:38]4[CH2:42][CH2:41][CH2:40][CH2:39]4)[CH:44]=3)(=[O:50])=[O:51])[CH:2]=2)[CH2:11][CH2:12][NH:13][CH2:14][CH2:15]1. The catalyst class is: 7. (6) Reactant: [CH2:1]([O:8][C@@H:9]1[C@@H:14]([O:15][CH2:16][C:17]2[CH:22]=[CH:21][CH:20]=[CH:19][CH:18]=2)[C@H:13]([O:23][CH2:24][C:25]2[CH:30]=[CH:29][CH:28]=[CH:27][CH:26]=2)[C@@H:12]([CH2:31][O:32]C(=O)C)[O:11][C@H:10]1[O:36][CH2:37][C@H:38]1[O:43][C@@H:42]([O:44][CH2:45][C@H:46]2[O:58][C@@H:50]([S:51][C:52]3[CH:57]=[CH:56][CH:55]=[CH:54][CH:53]=3)[C@H:49]([O:59][CH2:60][C:61]3[CH:66]=[CH:65][CH:64]=[CH:63][CH:62]=3)[C@@H:48]([O:67][CH2:68][C:69]3[CH:74]=[CH:73][CH:72]=[CH:71][CH:70]=3)[C@@H:47]2[O:75][CH2:76][C:77]2[CH:82]=[CH:81][CH:80]=[CH:79][CH:78]=2)[C@H:41]([O:83][CH2:84][C:85]2[CH:90]=[CH:89][CH:88]=[CH:87][CH:86]=2)[C@@H:40]([O:91][CH2:92][C:93]2[CH:98]=[CH:97][CH:96]=[CH:95][CH:94]=2)[C@@H:39]1[O:99][CH2:100][C:101]1[CH:106]=[CH:105][CH:104]=[CH:103][CH:102]=1)[C:2]1[CH:7]=[CH:6][CH:5]=[CH:4][CH:3]=1.C([O-])([O-])=O.[Cs+].[Cs+]. Product: [CH2:1]([O:8][C@@H:9]1[C@@H:14]([O:15][CH2:16][C:17]2[CH:18]=[CH:19][CH:20]=[CH:21][CH:22]=2)[C@H:13]([O:23][CH2:24][C:25]2[CH:26]=[CH:27][CH:28]=[CH:29][CH:30]=2)[C@@H:12]([CH2:31][OH:32])[O:11][C@H:10]1[O:36][CH2:37][C@H:38]1[O:43][C@@H:42]([O:44][CH2:45][C@H:46]2[O:58][C@@H:50]([S:51][C:52]3[CH:57]=[CH:56][CH:55]=[CH:54][CH:53]=3)[C@H:49]([O:59][CH2:60][C:61]3[CH:66]=[CH:65][CH:64]=[CH:63][CH:62]=3)[C@@H:48]([O:67][CH2:68][C:69]3[CH:70]=[CH:71][CH:72]=[CH:73][CH:74]=3)[C@@H:47]2[O:75][CH2:76][C:77]2[CH:78]=[CH:79][CH:80]=[CH:81][CH:82]=2)[C@H:41]([O:83][CH2:84][C:85]2[CH:86]=[CH:87][CH:88]=[CH:89][CH:90]=2)[C@@H:40]([O:91][CH2:92][C:93]2[CH:98]=[CH:97][CH:96]=[CH:95][CH:94]=2)[C@@H:39]1[O:99][CH2:100][C:101]1[CH:106]=[CH:105][CH:104]=[CH:103][CH:102]=1)[C:2]1[CH:7]=[CH:6][CH:5]=[CH:4][CH:3]=1. The catalyst class is: 5. (7) Reactant: [F:1][C:2]1[CH:13]=[C:12]([F:14])[CH:11]=[C:10]([F:15])[C:3]=1[CH2:4][CH:5]([C:8]#[N:9])[C:6]#[N:7].[H-].[Na+].Br[CH2:19][CH2:20][C:21]([F:24])([F:23])[F:22]. Product: [F:1][C:2]1[CH:13]=[C:12]([F:14])[CH:11]=[C:10]([F:15])[C:3]=1[CH2:4][C:5]([CH2:19][CH2:20][C:21]([F:24])([F:23])[F:22])([C:8]#[N:9])[C:6]#[N:7]. The catalyst class is: 9.